This data is from Forward reaction prediction with 1.9M reactions from USPTO patents (1976-2016). The task is: Predict the product of the given reaction. (1) Given the reactants C([O:3][C:4](=[O:18])[CH:5](CC)[C@@H:6]([O:8][CH2:9][C:10]1[CH:15]=[CH:14][CH:13]=[CH:12][CH:11]=1)[CH3:7])C.[OH-].[Na+], predict the reaction product. The product is: [CH2:9]([O:8][C@@H:6]([CH3:7])[CH2:5][C:4]([OH:18])=[O:3])[C:10]1[CH:15]=[CH:14][CH:13]=[CH:12][CH:11]=1. (2) Given the reactants C(OC(=O)[NH:7][CH2:8]/[CH:9]=[CH:10]/[C:11]1[CH:12]=[C:13]2[C:18](=[CH:19][CH:20]=1)[N:17]=[CH:16][N:15]=[C:14]2[NH:21][C:22]1[CH:27]=[CH:26][C:25]([O:28][C:29]2[CH:30]=[N:31][C:32]([CH3:35])=[CH:33][CH:34]=2)=[C:24]([Cl:36])[CH:23]=1)(C)(C)C.Cl.C(=O)([O-])[O-].[K+].[K+].C(Cl)Cl, predict the reaction product. The product is: [NH2:7][CH2:8]/[CH:9]=[CH:10]/[C:11]1[CH:12]=[C:13]2[C:18](=[CH:19][CH:20]=1)[N:17]=[CH:16][N:15]=[C:14]2[NH:21][C:22]1[CH:27]=[CH:26][C:25]([O:28][C:29]2[CH:30]=[N:31][C:32]([CH3:35])=[CH:33][CH:34]=2)=[C:24]([Cl:36])[CH:23]=1. (3) Given the reactants [NH2:1][C:2]1[N:10]=[CH:9][CH:8]=[CH:7][C:3]=1[C:4]([OH:6])=[O:5].[CH3:11][CH2:12]O, predict the reaction product. The product is: [CH2:11]([O:5][C:4](=[O:6])[C:3]1[CH:7]=[CH:8][CH:9]=[N:10][C:2]=1[NH2:1])[CH3:12]. (4) The product is: [CH3:13][C:11]1[S:12][C:1]([C:2]([Cl:4])=[O:3])=[CH:9][CH:10]=1. Given the reactants [C:1](Cl)(=O)[C:2]([Cl:4])=[O:3].CC1[S:12][C:11]([C:13](O)=O)=[CH:10][CH:9]=1, predict the reaction product. (5) Given the reactants [CH2:1]([NH:8][C:9]1[C:19]2[CH2:18][CH2:17][N:16](C([O:22][C:23]([CH3:26])(C)C)=O)[CH2:15][CH2:14][C:13]=2[CH:12]=[CH:11][C:10]=1[Cl:27])[C:2]1[CH:7]=[CH:6][CH:5]=[CH:4][CH:3]=1.C=[O:29].[C:30]([BH3-])#N.[Na+].[C:34]([OH:37])(=[O:36])[CH3:35], predict the reaction product. The product is: [C:23]([OH:22])(=[O:29])[CH2:26][CH2:35][C:34]([OH:37])=[O:36].[Cl:27][C:10]1[CH:11]=[CH:12][C:13]2[CH2:14][CH2:15][NH:16][CH2:17][CH2:18][C:19]=2[C:9]=1[N:8]([CH2:1][C:2]1[CH:3]=[CH:4][CH:5]=[CH:6][CH:7]=1)[CH3:30]. (6) Given the reactants [S:1]1[CH:5]=[CH:4][CH:3]=[C:2]1[CH2:6][NH2:7].[NH:8]1[C:16]2[C:11](=[CH:12][C:13]([NH:17][C:18]3[C:19]4[S:26][C:25]([C:27]5[CH:34]=[CH:33][C:30]([CH:31]=O)=[CH:29][CH:28]=5)=[CH:24][C:20]=4[N:21]=[CH:22][N:23]=3)=[CH:14][CH:15]=2)[CH:10]=[CH:9]1.Cl, predict the reaction product. The product is: [NH:8]1[C:16]2[C:11](=[CH:12][C:13]([NH:17][C:18]3[C:19]4[S:26][C:25]([C:27]5[CH:34]=[CH:33][C:30]([CH2:31][NH:7][CH2:6][C:2]6[S:1][CH:5]=[CH:4][CH:3]=6)=[CH:29][CH:28]=5)=[CH:24][C:20]=4[N:21]=[CH:22][N:23]=3)=[CH:14][CH:15]=2)[CH:10]=[CH:9]1.